This data is from Full USPTO retrosynthesis dataset with 1.9M reactions from patents (1976-2016). The task is: Predict the reactants needed to synthesize the given product. (1) Given the product [CH2:23]([O:25][C:26]([C:28]1[S:29][C:30]([NH:34][C:10](=[O:12])[C:9]2[CH:8]=[C:7]([N:4]3[CH2:3][CH2:2][O:1][CH2:6][CH2:5]3)[CH:15]=[C:14]([F:16])[CH:13]=2)=[CH:31][C:32]=1[CH3:33])=[O:27])[CH3:24], predict the reactants needed to synthesize it. The reactants are: [O:1]1[CH2:6][CH2:5][N:4]([C:7]2[CH:8]=[C:9]([CH:13]=[C:14]([F:16])[CH:15]=2)[C:10]([OH:12])=O)[CH2:3][CH2:2]1.C(Cl)(=O)C(Cl)=O.[CH2:23]([O:25][C:26]([C:28]1[S:29][C:30]([NH2:34])=[CH:31][C:32]=1[CH3:33])=[O:27])[CH3:24].C(N(CC)CC)C. (2) Given the product [C:31]([O:30][C:28]([N:27]1[CH2:20][CH2:19][CH:18]([C:15]2[CH:16]=[CH:17][C:12]([Br:11])=[CH:13][C:14]=2[CH3:35])[CH2:26]1)=[O:29])([CH3:34])([CH3:33])[CH3:32], predict the reactants needed to synthesize it. The reactants are: C[Si]([N-][Si](C)(C)C)(C)C.[K+].[Br:11][C:12]1[CH:17]=[CH:16][C:15]([CH:18]([CH2:26][NH:27][C:28]([O:30][C:31]([CH3:34])([CH3:33])[CH3:32])=[O:29])[CH2:19][CH2:20]OS(C)(=O)=O)=[C:14]([CH3:35])[CH:13]=1. (3) Given the product [Cl:1][C:2]1[C:11]2[C:6](=[CH:7][CH:8]=[C:9]([CH:12]([C:14]3[N:34]([CH3:33])[C:35]([CH3:41])=[N:36][CH:19]=3)[OH:13])[CH:10]=2)[N:5]=[C:4]([O:22][CH3:23])[C:3]=1[CH2:24][CH:25]([CH3:27])[CH3:26], predict the reactants needed to synthesize it. The reactants are: [Cl:1][C:2]1[C:11]2[C:6](=[CH:7][CH:8]=[C:9]([C:12]([C:14]3C(C)=NC(C)=C[CH:19]=3)=[O:13])[CH:10]=2)[N:5]=[C:4]([O:22][CH3:23])[C:3]=1[CH2:24][CH:25]([CH3:27])[CH3:26].[Li]CCCC.[CH3:33][N:34]1C(C=O)=C[N:36]=[C:35]1[CH3:41]. (4) Given the product [C:1]([O:5][C:6]([N:8]1[CH2:13][CH2:12][CH:11]([N:14]2[CH2:15][C:16]3[C:21](=[C:20]([C:24](=[O:25])[NH2:28])[CH:19]=[CH:18][CH:17]=3)[C:22]2=[O:23])[CH2:10][CH2:9]1)=[O:7])([CH3:3])([CH3:2])[CH3:4], predict the reactants needed to synthesize it. The reactants are: [C:1]([O:5][C:6]([N:8]1[CH2:13][CH2:12][CH:11]([N:14]2[C:22](=[O:23])[C:21]3[C:20]([C:24](O)=[O:25])=[CH:19][CH:18]=[CH:17][C:16]=3[CH2:15]2)[CH2:10][CH2:9]1)=[O:7])([CH3:4])([CH3:3])[CH3:2].C[N:28](C)C=O.C(N(C(C)C)CC)(C)C. (5) Given the product [CH3:23][NH:24][CH:2]1[CH2:19][CH2:18][C:5]2([CH2:10][CH2:9][N:8]([C:11]([O:13][C:14]([CH3:17])([CH3:16])[CH3:15])=[O:12])[CH2:7][CH2:6]2)[CH2:4][CH2:3]1, predict the reactants needed to synthesize it. The reactants are: O=[C:2]1[CH2:19][CH2:18][C:5]2([CH2:10][CH2:9][N:8]([C:11]([O:13][C:14]([CH3:17])([CH3:16])[CH3:15])=[O:12])[CH2:7][CH2:6]2)[CH2:4][CH2:3]1.CN.[BH3-][C:23]#[N:24].[Na+]. (6) Given the product [ClH:1].[ClH:1].[ClH:1].[CH3:2][O:3][C:4]1[N:5]=[C:6]2[C:11](=[CH:12][CH:13]=1)[N:10]=[CH:9][CH:8]=[C:7]2[N:14]1[CH2:20][CH2:19][CH2:18][N:17]([CH2:21][CH2:22][NH:23][CH2:35][C:33]2[CH:32]=[CH:31][C:28]3[S:29][CH2:30][C:25](=[O:24])[NH:26][C:27]=3[N:34]=2)[CH2:16][CH2:15]1, predict the reactants needed to synthesize it. The reactants are: [ClH:1].[CH3:2][O:3][C:4]1[N:5]=[C:6]2[C:11](=[CH:12][CH:13]=1)[N:10]=[CH:9][CH:8]=[C:7]2[N:14]1[CH2:20][CH2:19][CH2:18][N:17]([CH2:21][CH2:22][NH2:23])[CH2:16][CH2:15]1.[O:24]=[C:25]1[CH2:30][S:29][C:28]2[CH:31]=[CH:32][C:33]([CH:35]=O)=[N:34][C:27]=2[NH:26]1.S([O-])([O-])(=O)=O.[Na+].[Na+].C(N(C(C)C)CC)(C)C.[BH4-].[Na+]. (7) Given the product [CH2:33]([C@@H:40]1[CH2:44][O:43][C:42](=[O:45])[N:41]1[C:16](=[O:18])/[CH:15]=[CH:14]/[C:10]1[CH:9]=[C:8]([CH:13]=[CH:12][CH:11]=1)[C:6]([O:5][C:1]([CH3:2])([CH3:3])[CH3:4])=[O:7])[C:34]1[CH:35]=[CH:36][CH:37]=[CH:38][CH:39]=1, predict the reactants needed to synthesize it. The reactants are: [C:1]([O:5][C:6]([C:8]1[CH:9]=[C:10](/[CH:14]=[CH:15]/[C:16]([OH:18])=O)[CH:11]=[CH:12][CH:13]=1)=[O:7])([CH3:4])([CH3:3])[CH3:2].C(N(CC)CC)C.C(Cl)(=O)C(C)(C)C.[CH2:33]([C@@H:40]1[CH2:44][O:43][C:42](=[O:45])[NH:41]1)[C:34]1[CH:39]=[CH:38][CH:37]=[CH:36][CH:35]=1.[Li]CCCC. (8) Given the product [C:26]([O:25][C:23]([NH:22][CH2:21][CH2:20][CH2:19][C:18]1[C:17]([OH:30])=[CH:16][C:11]([C:12]([O:14][CH3:15])=[O:13])=[CH:10][C:9]=1[OH:8])=[O:24])([CH3:29])([CH3:27])[CH3:28], predict the reactants needed to synthesize it. The reactants are: C([O:8][C:9]1[CH:10]=[C:11]([CH:16]=[C:17]([O:30]CC2C=CC=CC=2)[C:18]=1[C:19]#[C:20][CH2:21][NH:22][C:23]([O:25][C:26]([CH3:29])([CH3:28])[CH3:27])=[O:24])[C:12]([O:14][CH3:15])=[O:13])C1C=CC=CC=1. (9) Given the product [Cl:8][C:9]1[CH:10]=[CH:11][C:12]([S:15]([N:18]2[CH:19]=[CH:37][C:31](=[O:22])[CH2:32][CH:2]2[C:1]([O:5][CH2:6][CH3:7])=[O:4])(=[O:16])=[O:17])=[CH:13][CH:14]=1, predict the reactants needed to synthesize it. The reactants are: [C:1]([O:5][CH2:6][CH3:7])(=[O:4])[CH:2]=O.[Cl:8][C:9]1[CH:14]=[CH:13][C:12]([S:15]([N:18]=[C:19]=O)(=[O:17])=[O:16])=[CH:11][CH:10]=1.C[O:22]C=CC([Si](C)(C)C)=C.[C:31]1([CH3:37])C=CC=C[CH:32]=1. (10) Given the product [C:12]([NH:1][C:2]1[C:3]([C:8]([NH2:17])=[O:10])=[N:4][CH:5]=[CH:6][N:7]=1)(=[O:18])[CH2:13][CH3:14], predict the reactants needed to synthesize it. The reactants are: [NH2:1][C:2]1[C:3]([C:8]([OH:10])=O)=[N:4][CH:5]=[CH:6][N:7]=1.N1C=C[CH:14]=[CH:13][CH:12]=1.[NH3:17].[OH2:18].